This data is from Reaction yield outcomes from USPTO patents with 853,638 reactions. The task is: Predict the reaction yield, written as a fraction of the theoretical maximum amount of product (1.0 means a 100% yield; for example, 0.34 means a 34% yield). (1) The reactants are C(OC([N:8]1[CH2:13][CH2:12][CH:11]([CH2:14][O:15][C:16]2[CH:25]=[C:24]3[C:19]([C:20]([O:26][C:27]4[CH:28]=[C:29]5[C:33](=[CH:34][CH:35]=4)[NH:32][C:31]([CH3:36])=[CH:30]5)=[N:21][CH:22]=[N:23]3)=[CH:18][CH:17]=2)[CH2:10][CH2:9]1)=O)(C)(C)C. The catalyst is C(Cl)Cl.C(O)(C(F)(F)F)=O. The product is [CH3:36][C:31]1[NH:32][C:33]2[C:29]([CH:30]=1)=[CH:28][C:27]([O:26][C:20]1[C:19]3[C:24](=[CH:25][C:16]([O:15][CH2:14][CH:11]4[CH2:12][CH2:13][NH:8][CH2:9][CH2:10]4)=[CH:17][CH:18]=3)[N:23]=[CH:22][N:21]=1)=[CH:35][CH:34]=2. The yield is 0.670. (2) The product is [Br-:35].[CH2:34]([N+:1]12[CH2:6][CH2:5][CH:4]([CH2:7][CH2:8]1)[C@@H:3]([O:9][C:10](=[O:31])[N:11]([CH2:19][CH2:20][C:21]1[CH:26]=[CH:25][C:24]([O:27][CH3:28])=[C:23]([O:29][CH3:30])[CH:22]=1)[CH2:12][C:13]1[O:14][C:15]([CH3:18])=[CH:16][CH:17]=1)[CH2:2]2)[CH:33]=[CH2:32]. The reactants are [N:1]12[CH2:8][CH2:7][CH:4]([CH2:5][CH2:6]1)[C@@H:3]([O:9][C:10](=[O:31])[N:11]([CH2:19][CH2:20][C:21]1[CH:26]=[CH:25][C:24]([O:27][CH3:28])=[C:23]([O:29][CH3:30])[CH:22]=1)[CH2:12][C:13]1[O:14][C:15]([CH3:18])=[CH:16][CH:17]=1)[CH2:2]2.[CH2:32]([Br:35])[CH:33]=[CH2:34]. The yield is 0.948. The catalyst is C(Cl)(Cl)Cl.C(#N)C. (3) The reactants are [Cl:1][C:2]1[C:10]2[CH:9]([CH2:11][C:12]([OH:14])=[O:13])[O:8][B:7]([OH:15])[C:6]=2[CH:5]=[C:4]([OH:16])[CH:3]=1.[OH-].[Na+].Cl[C:20]([O:22][CH2:23][CH3:24])=[O:21].Cl. The catalyst is O. The product is [Cl:1][C:2]1[C:10]2[CH:9]([CH2:11][C:12]([OH:14])=[O:13])[O:8][B:7]([OH:15])[C:6]=2[CH:5]=[C:4]([O:16][C:20]([O:22][CH2:23][CH3:24])=[O:21])[CH:3]=1. The yield is 0.215. (4) The yield is 0.180. The product is [Cl:30][C:8]1[C:9]([CH:11]([S:20]([C:23]2[CH:28]=[CH:27][C:26]([Cl:29])=[CH:25][CH:24]=2)(=[O:22])=[O:21])[C:12]2[CH:17]=[C:16]([F:18])[CH:15]=[CH:14][C:13]=2[F:19])=[CH:10][C:5]([NH:32][NH2:33])=[N:6][CH:7]=1. The reactants are C(O)C.Cl[C:5]1[CH:10]=[C:9]([CH:11]([S:20]([C:23]2[CH:28]=[CH:27][C:26]([Cl:29])=[CH:25][CH:24]=2)(=[O:22])=[O:21])[C:12]2[CH:17]=[C:16]([F:18])[CH:15]=[CH:14][C:13]=2[F:19])[C:8]([Cl:30])=[CH:7][N:6]=1.O.[NH2:32][NH2:33]. The catalyst is CCCCCC. (5) The reactants are CC1(C)[O:7][CH2:6][C:5]([NH:35]C(=O)OC(C)(C)C)([C:8]2[O:9][C:10]3[CH:16]=[CH:15][C:14]([C:17]4[N:21]=[C:20]([C:22]5[CH:27]=[CH:26][C:25]([O:28][CH2:29][CH2:30][CH3:31])=[C:24]([N+:32]([O-:34])=[O:33])[CH:23]=5)[O:19][N:18]=4)=[CH:13][C:11]=3[CH:12]=2)[CH2:4][O:3]1.ClC1C=C(C2ON=C(C3C=CC4OC(C5(NC(=O)OC(C)(C)C)COC(C)(C)OC5)=CC=4C=3)N=2)C=CC=1OCCC. No catalyst specified. The product is [NH2:35][C:5]([C:8]1[O:9][C:10]2[CH:16]=[CH:15][C:14]([C:17]3[N:21]=[C:20]([C:22]4[CH:27]=[CH:26][C:25]([O:28][CH2:29][CH2:30][CH3:31])=[C:24]([N+:32]([O-:34])=[O:33])[CH:23]=4)[O:19][N:18]=3)=[CH:13][C:11]=2[CH:12]=1)([CH2:4][OH:3])[CH2:6][OH:7]. The yield is 0.490. (6) The reactants are [CH2:1]([O:8][C:9]([NH:11][C:12]1[CH:29]=[CH:28][C:15]2[CH2:16][N:17](C(OC(C)(C)C)=O)[CH2:18][CH2:19][CH2:20][C:14]=2[CH:13]=1)=[O:10])[C:2]1[CH:7]=[CH:6][CH:5]=[CH:4][CH:3]=1.C(O)(C(F)(F)F)=O. The yield is 0.730. The product is [CH2:16]1[C:15]2[CH:28]=[CH:29][C:12]([NH:11][C:9](=[O:10])[O:8][CH2:1][C:2]3[CH:3]=[CH:4][CH:5]=[CH:6][CH:7]=3)=[CH:13][C:14]=2[CH2:20][CH2:19][CH2:18][NH:17]1. The catalyst is C(Cl)Cl. (7) The reactants are [OH:1][N:2]=[C:3](Cl)[C:4]1[CH:15]=[CH:14][C:7]2[B:8]([OH:13])[O:9][C:10]([CH3:12])([CH3:11])[C:6]=2[CH:5]=1.[Cl:17][C:18]1[CH:23]=[C:22]([C:24]([C:26]([F:29])([F:28])[F:27])=[CH2:25])[C:21]([Cl:30])=[C:20]([Cl:31])[C:19]=1[Cl:32]. The catalyst is CN(C=O)C. The product is [CH3:11][C:10]1([CH3:12])[O:9][B:8]([OH:13])[C:7]2[CH:14]=[CH:15][C:4]([C:3]3[CH2:25][C:24]([C:22]4[CH:23]=[C:18]([Cl:17])[C:19]([Cl:32])=[C:20]([Cl:31])[C:21]=4[Cl:30])([C:26]([F:28])([F:27])[F:29])[O:1][N:2]=3)=[CH:5][C:6]1=2. The yield is 0.130. (8) The reactants are [CH2:1]([O:8][C:9]1[C:18]([CH:19]=[O:20])=[C:17]2[C:12]([C:13](=[O:38])[C:14]([CH3:37])=[C:15]([CH:21]3[CH2:26][CH2:25][N:24]([C:27]([O:29][CH2:30][C:31]4[CH:36]=[CH:35][CH:34]=[CH:33][CH:32]=4)=[O:28])[CH2:23][CH2:22]3)[O:16]2)=[CH:11][CH:10]=1)[C:2]1[CH:7]=[CH:6][CH:5]=[CH:4][CH:3]=1.C[Si](C)(C)[C:41]([F:44])([F:43])[F:42].C(OCC)(=O)C. The catalyst is CS(C)=O. The product is [CH2:1]([O:8][C:9]1[C:18]([CH:19]([OH:20])[C:41]([F:44])([F:43])[F:42])=[C:17]2[C:12]([C:13](=[O:38])[C:14]([CH3:37])=[C:15]([CH:21]3[CH2:26][CH2:25][N:24]([C:27]([O:29][CH2:30][C:31]4[CH:32]=[CH:33][CH:34]=[CH:35][CH:36]=4)=[O:28])[CH2:23][CH2:22]3)[O:16]2)=[CH:11][CH:10]=1)[C:2]1[CH:7]=[CH:6][CH:5]=[CH:4][CH:3]=1. The yield is 0.910.